From a dataset of Reaction yield outcomes from USPTO patents with 853,638 reactions. Predict the reaction yield, written as a fraction of the theoretical maximum amount of product (1.0 means a 100% yield; for example, 0.34 means a 34% yield). The reactants are [CH3:1][C:2]([CH3:28])([CH3:27])[CH2:3][O:4][C:5]([C:7]1[CH:8]=[C:9]([C:21]#[C:22][Si](C)(C)C)[CH:10]=[C:11]2[C:16]=1[O:15][C:14]([CH3:18])([CH3:17])[CH2:13][C:12]2([CH3:20])[CH3:19])=[O:6].C(=O)([O-])[O-].[K+].[K+]. The catalyst is CO. The product is [CH3:1][C:2]([CH3:28])([CH3:27])[CH2:3][O:4][C:5]([C:7]1[CH:8]=[C:9]([C:21]#[CH:22])[CH:10]=[C:11]2[C:16]=1[O:15][C:14]([CH3:17])([CH3:18])[CH2:13][C:12]2([CH3:20])[CH3:19])=[O:6]. The yield is 0.700.